From a dataset of Full USPTO retrosynthesis dataset with 1.9M reactions from patents (1976-2016). Predict the reactants needed to synthesize the given product. (1) Given the product [F:1][C:2]1[CH:7]=[CH:6][CH:5]=[CH:4][C:3]=1[C:8]1[N:9]=[N:10][N:11]([CH3:13])[C:12]=1[CH:22]=[O:23], predict the reactants needed to synthesize it. The reactants are: [F:1][C:2]1[CH:7]=[CH:6][CH:5]=[CH:4][C:3]=1[C:8]1[N:9]=[N:10][N:11]([CH3:13])[CH:12]=1.C([Li])CCC.CN([CH:22]=[O:23])C. (2) Given the product [Cl:11][C:12]1[CH:17]=[C:16]([S:8][C:4]2[CH:5]=[CH:6][CH:7]=[C:2]([Cl:1])[CH:3]=2)[CH:15]=[CH:14][N:13]=1, predict the reactants needed to synthesize it. The reactants are: [Cl:1][C:2]1[CH:3]=[C:4]([SH:8])[CH:5]=[CH:6][CH:7]=1.[H-].[Na+].[Cl:11][C:12]1[CH:17]=[C:16]([N+]([O-])=O)[CH:15]=[CH:14][N:13]=1.